This data is from Catalyst prediction with 721,799 reactions and 888 catalyst types from USPTO. The task is: Predict which catalyst facilitates the given reaction. (1) Reactant: [H-].[Na+].[I-].[CH3:4][S+](C)(C)=O.[C:9]([O:13][C:14](=[O:27])/[CH:15]=[CH:16]/[C:17]1[CH:18]=[C:19]([CH:24]=[CH:25][CH:26]=1)[C:20]([O:22][CH3:23])=[O:21])([CH3:12])([CH3:11])[CH3:10].O. Product: [C:9]([O:13][C:14]([C@@H:15]1[CH2:4][C@H:16]1[C:17]1[CH:18]=[C:19]([CH:24]=[CH:25][CH:26]=1)[C:20]([O:22][CH3:23])=[O:21])=[O:27])([CH3:12])([CH3:10])[CH3:11]. The catalyst class is: 16. (2) Reactant: [Cl:1][C:2]1[CH:7]=[C:6](F)[CH:5]=[CH:4][C:3]=1[S:9]([C@H:12]1[CH2:16][N:15]([C:17]([C:19]2([C:22]3[CH:27]=[CH:26][C:25]([Cl:28])=[CH:24][CH:23]=3)[CH2:21][CH2:20]2)=[O:18])[C@H:14]([C:29]([O:31][CH3:32])=[O:30])[CH2:13]1)(=[O:11])=[O:10].C(=O)([O-])[O-].[Cs+].[Cs+].[F:39][C:40]([F:45])([F:44])[C@H:41]([OH:43])[CH3:42]. Product: [Cl:1][C:2]1[CH:7]=[C:6]([O:43][C@@H:41]([CH3:42])[C:40]([F:45])([F:44])[F:39])[CH:5]=[CH:4][C:3]=1[S:9]([C@H:12]1[CH2:16][N:15]([C:17]([C:19]2([C:22]3[CH:27]=[CH:26][C:25]([Cl:28])=[CH:24][CH:23]=3)[CH2:20][CH2:21]2)=[O:18])[C@H:14]([C:29]([O:31][CH3:32])=[O:30])[CH2:13]1)(=[O:10])=[O:11]. The catalyst class is: 80. (3) Reactant: [C:1]1([C:7]2[S:11][C:10]3[CH2:12][CH2:13][CH2:14][C:9]=3[C:8]=2C(O)=O)[CH:6]=[CH:5][CH:4]=[CH:3][CH:2]=1.C1C=CC(P([N:32]=[N+]=[N-])(C2C=CC=CC=2)=O)=CC=1.O. Product: [C:1]1([C:7]2[S:11][C:10]3[CH2:12][CH2:13][CH2:14][C:9]=3[C:8]=2[NH2:32])[CH:6]=[CH:5][CH:4]=[CH:3][CH:2]=1. The catalyst class is: 588. (4) Reactant: C[O:2][C:3](=O)[CH2:4][N:5]([C:7]1[CH:12]=[CH:11][C:10]([Br:13])=[C:9]([C:14]([F:17])([F:16])[F:15])[CH:8]=1)[CH3:6].[H-].[Al+3].[Li+].[H-].[H-].[H-].Cl. Product: [Br:13][C:10]1[CH:11]=[CH:12][C:7]([N:5]([CH3:6])[CH2:4][CH2:3][OH:2])=[CH:8][C:9]=1[C:14]([F:15])([F:16])[F:17]. The catalyst class is: 1. (5) Reactant: [OH:1][C:2]1[CH:7]=[CH:6][CH:5]=[CH:4][N:3]=1.[CH3:8][O:9][C:10](=[O:21])[C:11]1[CH:16]=[C:15](F)[CH:14]=[CH:13][C:12]=1[N+:18]([O-:20])=[O:19].O. Product: [CH3:8][O:9][C:10](=[O:21])[C:11]1[CH:16]=[C:15]([N:3]2[CH:4]=[CH:5][CH:6]=[CH:7][C:2]2=[O:1])[CH:14]=[CH:13][C:12]=1[N+:18]([O-:20])=[O:19]. The catalyst class is: 3. (6) Reactant: [Br:1][C:2]1[N:3]=[C:4]([C:7](=[O:9])[CH3:8])[S:5][CH:6]=1.[CH:10](OC)(OC)[O:11]C.[CH3:17]C1C=CC(S(O)(=O)=O)=CC=1.C([O-])(O)=O.[Na+]. Product: [Br:1][C:2]1[N:3]=[C:4]([C:7]([O:11][CH3:10])([O:9][CH3:17])[CH3:8])[S:5][CH:6]=1. The catalyst class is: 5. (7) Product: [CH3:1][O:2][C:3](=[O:30])[CH:4]([CH2:18][CH2:19][CH2:20][CH2:21][NH2:22])[C:5]1[C:13]2[C:8](=[CH:9][CH:10]=[CH:11][CH:12]=2)[N:7]([C:14]([O:16][CH3:17])=[O:15])[CH:6]=1. The catalyst class is: 6. Reactant: [CH3:1][O:2][C:3](=[O:30])[CH:4]([CH2:18][CH2:19][CH2:20][CH2:21][NH:22]C(OC(C)(C)C)=O)[C:5]1[C:13]2[C:8](=[CH:9][CH:10]=[CH:11][CH:12]=2)[N:7]([C:14]([O:16][CH3:17])=[O:15])[CH:6]=1.FC(F)(F)C(O)=O.C(=O)(O)[O-].[Na+]. (8) The catalyst class is: 28. Product: [ClH:33].[NH2:10][C:8]1[NH:7][C:6]2[CH:32]=[C:2]([NH:1][C:38]([C:39]3[CH:40]=[CH:41][CH:42]=[CH:43][C:44]=3[C:36]([OH:46])=[O:37])=[O:45])[CH:3]=[CH:4][C:5]=2[N:9]=1. Reactant: [NH2:1][C:2]1[CH:3]=[CH:4][C:5]2[N:9]=[C:8]([N:10](C(OC(C)(C)C)=O)C(OC(C)(C)C)=O)[N:7](C(OC(C)(C)C)=O)[C:6]=2[CH:32]=1.[Cl:33]CCl.[C:36]1(=[O:46])[C:44]2[C:39](=[CH:40][CH:41]=[CH:42][CH:43]=2)[C:38](=[O:45])[O:37]1.